Dataset: Experimentally validated miRNA-target interactions with 360,000+ pairs, plus equal number of negative samples. Task: Binary Classification. Given a miRNA mature sequence and a target amino acid sequence, predict their likelihood of interaction. (1) The miRNA is hsa-miR-6816-5p with sequence UGGGGCGGGGCAGGUCCCUGC. The protein sequence of the target gene is MSEPHRVQFTSLPGSLNPAFLKKSRKEEAGAGEQHQDCEPAAAAVRITLTLFEPDHKRCPEFFYPELVKNIRGKVKGLQPGDKKKDLSDPFNDEEKERHKVEALARKFEEKYGGKKRRKDRIQDLIDMGYGYDESDSFIDNSEAYDELVPASLTTKYGGFYINSGTLQFRQASESEDDFIKEKKKKSPKKRKLKEGGEKIKKKKKDDTYDKEKKSKKSKFSKAGFTALNASKEKKKKKYSGALSVKEMLKKFQKEKEAQKKREEEHKPVAVPSAEAQGLRELEGASDPLLSLFGSTSDND.... Result: 0 (no interaction). (2) The miRNA is hsa-miR-431-5p with sequence UGUCUUGCAGGCCGUCAUGCA. The protein sequence of the target gene is MEKELRSTILFNAYKKEIFTTNNGYKSMQKKLRSNWKIQSLKDEITSEKLNGVKLWITAGPREKFTAAEFEILKKYLDTGGDVFVMLGEGGESRFDTNINFLLEEYGIMVNNDAVVRNVYHKYFHPKEALVSSGVLNREISRAAGKAVPGIIDEESSGNNAQALTFVYPFGATLSVMKPAVAVLSTGSVCFPLNRPILAFYHSKNQGGKLAVLGSCHMFSDQYLDKEENSKIMDVVFQWLTTGDIHLNQIDAEDPEISDYMMLPYTATLSKRNRECLQESDEIPRDFTTLFDLSIFQLDT.... Result: 0 (no interaction). (3) The miRNA is rno-miR-322-5p with sequence CAGCAGCAAUUCAUGUUUUGGA. The protein sequence of the target gene is MDYKSGLIPDGNAMENLEKQLICPICLEMFTKPVVILPCQHNLCRKCANDIFQAANPYWTNRGGSVSMSGGRFRCPSCRHEVIMDRHGVYGLQRNLLVENIIDIYKQECSSRPLQKGSHPMCKEHEDEKINIYCLTCEVPTCSLCKVFGAHQACEVAPLQSIFQGQKTELSNCISMLVAGNDRVQTIISQLEDSCRVTKENSHQVKEELSHKFDALYAILDEKKSELLQRITQEQEEKLDFIEALILQYREQLEKSTKLVETAIQSLDEPGGATFLLSAKPLIKSIVEASKGCQLGKTEQ.... Result: 0 (no interaction). (4) The miRNA is hsa-miR-887-5p with sequence CUUGGGAGCCCUGUUAGACUC. The protein sequence of the target gene is MEYHPDLENLDEDGYTQLHFDSQSNTRIAVVSEKGSCAASPPWRLIAVILGILCLVILVIAVVLGTMAIWRSNSGSNTLENGYFLSRNKENHSQPTQSSLEDSVTPTKAVKTTGVLSSPCPPNWIIYEKSCYLFSMSLNSWDGSKRQCWQLGSNLLKIDSSNELGFIVKQVSSQPDNSFWIGLSRPQTEVPWLWEDGSTFSSNLFQIRTTATQENPSPNCVWIHVSVIYDQLCSVPSYSICEKKFSM. Result: 1 (interaction). (5) The miRNA is hsa-miR-4752 with sequence UUGUGGAUCUCAAGGAUGUGCU. The protein sequence of the target gene is MHGRKDDAQKQPVKNQLGLNPQSHLPELQLFQAEGKIYKYDHMEKSVNSSSLVSPPQRISSTVKTHISHTYECNFVDSLFTQKEKANIGTEHYKCSERGKAFHQGLHFTIHQIIHTKETQFKCDICGKIFNKKSNLASHQRIHTGEKPYKCNECGKVFHNMSHLAQHRRIHTGEKPYKCNECGKVFNQISHLAQHQRIHTGEKPYKCNECGKVFHQISHLAQHRTIHTGEKPYECNKCGKVFSRNSYLVQHLIIHTGEKPYRCNVCGKVFHHISHLAQHQRIHTGEKPYKCNECGKVFSH.... Result: 1 (interaction).